This data is from Full USPTO retrosynthesis dataset with 1.9M reactions from patents (1976-2016). The task is: Predict the reactants needed to synthesize the given product. (1) Given the product [OH:8][C:9]1[CH:10]=[CH:11][C:12]([CH2:15][CH2:16][C:17](=[O:22])[CH2:18][C:19](=[O:21])[CH3:20])=[CH:13][CH:14]=1, predict the reactants needed to synthesize it. The reactants are: C([O:8][C:9]1[CH:14]=[CH:13][C:12]([CH2:15][CH2:16][C:17](=[O:22])[CH2:18][C:19](=[O:21])[CH3:20])=[CH:11][CH:10]=1)C1C=CC=CC=1.[H][H]. (2) Given the product [CH2:1]([N:8]([C:9]1[CH:14]=[CH:13][C:12]([C:15]([N:17]2[CH2:22][CH2:21][CH2:20][CH2:19][CH2:18]2)=[O:16])=[CH:11][CH:10]=1)[S:29]([C:23]1[CH:28]=[CH:27][CH:26]=[CH:25][CH:24]=1)(=[O:31])=[O:30])[C:2]1[CH:7]=[CH:6][CH:5]=[CH:4][CH:3]=1, predict the reactants needed to synthesize it. The reactants are: [CH2:1]([NH:8][C:9]1[CH:14]=[CH:13][C:12]([C:15]([N:17]2[CH2:22][CH2:21][CH2:20][CH2:19][CH2:18]2)=[O:16])=[CH:11][CH:10]=1)[C:2]1[CH:7]=[CH:6][CH:5]=[CH:4][CH:3]=1.[C:23]1([S:29](Cl)(=[O:31])=[O:30])[CH:28]=[CH:27][CH:26]=[CH:25][CH:24]=1.N1C=CC=CC=1. (3) Given the product [CH2:34]([C@@H:14]([CH2:13][CH2:12][C@H:8]([CH2:1][C:2]1[CH:7]=[CH:6][CH:5]=[CH:4][CH:3]=1)[C:9](=[O:10])[NH:41][C@H:42]1[CH2:48][CH2:47][S:46][C@H:45]2[CH2:49][CH2:50][C@@H:51]([C:53]([F:55])([F:54])[F:56])[CH2:52][N:44]2[C:43]1=[O:57])[C:15]([NH:17][C@H:18]1[CH2:24][CH2:23][S:22][C@H:21]2[CH2:25][CH2:26][CH2:27][C@@H:28]([C:29]([O:31][CH3:32])=[O:30])[N:20]2[C:19]1=[O:33])=[O:16])[C:35]1[CH:36]=[CH:37][CH:38]=[CH:39][CH:40]=1, predict the reactants needed to synthesize it. The reactants are: [CH2:1]([C@@H:8]([CH2:12][CH2:13][C@H:14]([CH2:34][C:35]1[CH:40]=[CH:39][CH:38]=[CH:37][CH:36]=1)[C:15]([NH:17][C@H:18]1[CH2:24][CH2:23][S:22][C@H:21]2[CH2:25][CH2:26][CH2:27][C@@H:28]([C:29]([O:31][CH3:32])=[O:30])[N:20]2[C:19]1=[O:33])=[O:16])[C:9](O)=[O:10])[C:2]1[CH:7]=[CH:6][CH:5]=[CH:4][CH:3]=1.[NH2:41][C@H:42]1[CH2:48][CH2:47][S:46][C@H:45]2[CH2:49][CH2:50][C@@H:51]([C:53]([F:56])([F:55])[F:54])[CH2:52][N:44]2[C:43]1=[O:57].